Dataset: NCI-60 drug combinations with 297,098 pairs across 59 cell lines. Task: Regression. Given two drug SMILES strings and cell line genomic features, predict the synergy score measuring deviation from expected non-interaction effect. (1) Drug 1: C1=CC(=CC=C1C#N)C(C2=CC=C(C=C2)C#N)N3C=NC=N3. Drug 2: CS(=O)(=O)OCCCCOS(=O)(=O)C. Cell line: ACHN. Synergy scores: CSS=5.05, Synergy_ZIP=-2.28, Synergy_Bliss=0.799, Synergy_Loewe=-3.12, Synergy_HSA=-2.82. (2) Drug 1: CCC(=C(C1=CC=CC=C1)C2=CC=C(C=C2)OCCN(C)C)C3=CC=CC=C3.C(C(=O)O)C(CC(=O)O)(C(=O)O)O. Drug 2: CC(C)NC(=O)C1=CC=C(C=C1)CNNC.Cl. Cell line: SF-268. Synergy scores: CSS=-6.50, Synergy_ZIP=4.55, Synergy_Bliss=2.84, Synergy_Loewe=-1.63, Synergy_HSA=-2.42. (3) Drug 1: CCN(CC)CCNC(=O)C1=C(NC(=C1C)C=C2C3=C(C=CC(=C3)F)NC2=O)C. Drug 2: CC1C(C(CC(O1)OC2CC(OC(C2O)C)OC3=CC4=CC5=C(C(=O)C(C(C5)C(C(=O)C(C(C)O)O)OC)OC6CC(C(C(O6)C)O)OC7CC(C(C(O7)C)O)OC8CC(C(C(O8)C)O)(C)O)C(=C4C(=C3C)O)O)O)O. Cell line: A498. Synergy scores: CSS=13.4, Synergy_ZIP=1.34, Synergy_Bliss=-1.02, Synergy_Loewe=-23.0, Synergy_HSA=-2.47. (4) Drug 1: CC1=C(C=C(C=C1)NC(=O)C2=CC=C(C=C2)CN3CCN(CC3)C)NC4=NC=CC(=N4)C5=CN=CC=C5. Drug 2: CCN(CC)CCCC(C)NC1=C2C=C(C=CC2=NC3=C1C=CC(=C3)Cl)OC. Cell line: SNB-75. Synergy scores: CSS=21.5, Synergy_ZIP=-6.25, Synergy_Bliss=-2.09, Synergy_Loewe=2.67, Synergy_HSA=2.72.